This data is from Full USPTO retrosynthesis dataset with 1.9M reactions from patents (1976-2016). The task is: Predict the reactants needed to synthesize the given product. Given the product [CH:1]1[C:12]2[CH:11]=[CH:10][C:9]3[CH:13]=[CH:14][CH:15]=[CH:16][C:8]=3[CH2:7][NH:6][C:5]=2[CH:4]=[CH:3][CH:2]=1, predict the reactants needed to synthesize it. The reactants are: [CH:1]1[C:12]2[CH:11]=[CH:10][C:9]3[CH:13]=[CH:14][CH:15]=[CH:16][C:8]=3[C:7](=O)[NH:6][C:5]=2[CH:4]=[CH:3][CH:2]=1.[H-].[Al+3].[Li+].[H-].[H-].[H-].